This data is from Reaction yield outcomes from USPTO patents with 853,638 reactions. The task is: Predict the reaction yield, written as a fraction of the theoretical maximum amount of product (1.0 means a 100% yield; for example, 0.34 means a 34% yield). (1) The reactants are [CH3:1][C:2]1[CH:3]=[C:4]([C:9]2[N:13]([CH3:14])[N:12]=[C:11]([C:15](=[N:17][NH:18][C:19]([C:21]3[CH:30]=[CH:29][C:24]([C:25]([O:27]C)=[O:26])=[CH:23][CH:22]=3)=[O:20])[CH3:16])[C:10]=2[OH:31])[CH:5]=[CH:6][C:7]=1[CH3:8].CO.[OH-].[Na+].Cl. The catalyst is O. The product is [CH3:1][C:2]1[CH:3]=[C:4]([C:9]2[N:13]([CH3:14])[N:12]=[C:11]([C:15](=[N:17][NH:18][C:19]([C:21]3[CH:22]=[CH:23][C:24]([C:25]([OH:27])=[O:26])=[CH:29][CH:30]=3)=[O:20])[CH3:16])[C:10]=2[OH:31])[CH:5]=[CH:6][C:7]=1[CH3:8]. The yield is 0.840. (2) The reactants are [Cl:1][C:2]1[S:6][C:5]([S:7](Cl)(=[O:9])=[O:8])=[CH:4][CH:3]=1.S(O)(O)(=O)=O.[CH2:16]([NH:24][C:25]([NH2:27])=[NH:26])[CH2:17][CH2:18][CH2:19][CH2:20][CH2:21][CH2:22][CH3:23].[CH2:16]([NH:24][C:25]([NH2:27])=[NH:26])[CH2:17][CH2:18][CH2:19][CH2:20][CH2:21][CH2:22][CH3:23]. The catalyst is C(OCC)C.[OH-].[Na+]. The product is [Cl:1][C:2]1[S:6][C:5]([S:7]([NH:27][C:25]([NH:24][CH2:16][CH2:17][CH2:18][CH2:19][CH2:20][CH2:21][CH2:22][CH3:23])=[NH:26])(=[O:9])=[O:8])=[CH:4][CH:3]=1. The yield is 0.510.